From a dataset of Reaction yield outcomes from USPTO patents with 853,638 reactions. Predict the reaction yield, written as a fraction of the theoretical maximum amount of product (1.0 means a 100% yield; for example, 0.34 means a 34% yield). (1) The reactants are Br[C:2]1[CH:3]=[C:4]([C:14]([NH:16][CH2:17][C:18]2[C:19](=[O:26])[NH:20][C:21]([CH3:25])=[CH:22][C:23]=2[CH3:24])=[O:15])[C:5]2[CH:10]=[N:9][N:8]([CH:11]([CH3:13])[CH3:12])[C:6]=2[N:7]=1.CC1(C)C(C)(C)OB([C:35]2[CH2:40][CH2:39][N:38]([C:41]([O:43][C:44]([CH3:47])([CH3:46])[CH3:45])=[O:42])[CH2:37][CH:36]=2)O1.C([O-])([O-])=O.[Na+].[Na+].CCOC(C)=O. The catalyst is O1CCOCC1.C1C=CC([P]([Pd]([P](C2C=CC=CC=2)(C2C=CC=CC=2)C2C=CC=CC=2)([P](C2C=CC=CC=2)(C2C=CC=CC=2)C2C=CC=CC=2)[P](C2C=CC=CC=2)(C2C=CC=CC=2)C2C=CC=CC=2)(C2C=CC=CC=2)C2C=CC=CC=2)=CC=1. The product is [CH3:24][C:23]1[CH:22]=[C:21]([CH3:25])[NH:20][C:19](=[O:26])[C:18]=1[CH2:17][NH:16][C:14]([C:4]1[CH:3]=[C:2]([C:35]2[CH2:40][CH2:39][N:38]([C:41]([O:43][C:44]([CH3:47])([CH3:46])[CH3:45])=[O:42])[CH2:37][CH:36]=2)[N:7]=[C:6]2[N:8]([CH:11]([CH3:13])[CH3:12])[N:9]=[CH:10][C:5]=12)=[O:15]. The yield is 0.737. (2) The reactants are [CH3:1][S:2](Cl)(=[O:4])=[O:3].FC(F)(F)C(O)=O.[NH:13]1[CH2:18][CH2:17][CH:16]([CH:19]2[O:32][CH2:31][C:30]3[C:29]4[C:24](=[CH:25][CH:26]=[CH:27][CH:28]=4)[C:23](=[O:33])[NH:22][C:21]=3[CH2:20]2)[CH2:15][CH2:14]1.C(OCC)(=O)C. The catalyst is CN1C(=O)CCC1. The product is [CH3:1][S:2]([N:13]1[CH2:14][CH2:15][CH:16]([CH:19]2[O:32][CH2:31][C:30]3[C:29]4[C:24](=[CH:25][CH:26]=[CH:27][CH:28]=4)[C:23](=[O:33])[NH:22][C:21]=3[CH2:20]2)[CH2:17][CH2:18]1)(=[O:4])=[O:3]. The yield is 0.910. (3) The product is [CH3:42][O:41][C:31]1[N:30]=[C:29]([O:28][CH:23]2[CH2:22][CH:21]3[N:25]([C:26](=[O:27])[NH:8][CH2:9][CH2:10][CH2:11][CH2:12][CH2:13][CH:14]=[CH:15][CH:16]4[C:18]([C:44]([NH:46][S:47]([C:50]5([CH3:53])[CH2:52][CH2:51]5)(=[O:48])=[O:49])=[O:45])([NH:19][C:20]3=[O:43])[CH2:17]4)[CH2:24]2)[CH:34]=[C:33]([C:35]2[CH:36]=[CH:37][CH:38]=[CH:39][CH:40]=2)[N:32]=1. The catalyst is C(O)(C(F)(F)F)=O. The yield is 0.160. The reactants are COC1C=CC(C[N:8]2[C:26](=[O:27])[N:25]3[CH:21]([CH2:22][CH:23]([O:28][C:29]4[CH:34]=[C:33]([C:35]5[CH:40]=[CH:39][CH:38]=[CH:37][CH:36]=5)[N:32]=[C:31]([O:41][CH3:42])[N:30]=4)[CH2:24]3)[C:20](=[O:43])[NH:19][C:18]3([C:44]([NH:46][S:47]([C:50]4([CH3:53])[CH2:52][CH2:51]4)(=[O:49])=[O:48])=[O:45])[CH:16]([CH2:17]3)[CH:15]=[CH:14][CH2:13][CH2:12][CH2:11][CH2:10][CH2:9]2)=CC=1.C(Cl)Cl.C([O-])(O)=O.[Na+]. (4) The reactants are C1(SC2C3C=CC=CC=3SC=2I)C=CC=CC=1.[N+:18]([C:21]1[CH:26]=[CH:25][C:24]([S:27][C:28]2[C:29]3[CH:37]=[CH:36][CH:35]=[CH:34][C:30]=3[S:31][C:32]=2I)=[CH:23][CH:22]=1)([O-:20])=[O:19]. No catalyst specified. The product is [N+:18]([C:21]1[CH:26]=[CH:25][C:24]2[S:27][C:28]3[C:29]4[CH:37]=[CH:36][CH:35]=[CH:34][C:30]=4[S:31][C:32]=3[C:23]=2[CH:22]=1)([O-:20])=[O:19]. The yield is 0.810. (5) The reactants are [Cl:1][C:2]1[CH:10]=[C:9]2[C:5]([C:6]([C:11]([O:13]C)=[O:12])=[CH:7][NH:8]2)=[CH:4][C:3]=1[C:15]1[C:16]([O:27][CH3:28])=[N:17][C:18]([N:21]2[CH2:25][CH2:24][CH:23]([OH:26])[CH2:22]2)=[CH:19][CH:20]=1.[OH-].[Na+].Cl. The catalyst is CO. The product is [Cl:1][C:2]1[CH:10]=[C:9]2[C:5]([C:6]([C:11]([OH:13])=[O:12])=[CH:7][NH:8]2)=[CH:4][C:3]=1[C:15]1[C:16]([O:27][CH3:28])=[N:17][C:18]([N:21]2[CH2:25][CH2:24][CH:23]([OH:26])[CH2:22]2)=[CH:19][CH:20]=1. The yield is 0.373. (6) The reactants are Br[CH2:2][C:3]1[CH:8]=[CH:7][C:6]([N+:9]([O-:11])=[O:10])=[CH:5][CH:4]=1.[P:12]([O:19]CC)([O:16][CH2:17][CH3:18])[O:13][CH2:14][CH3:15]. No catalyst specified. The product is [N+:9]([C:6]1[CH:7]=[CH:8][C:3]([CH2:2][P:12](=[O:19])([O:16][CH2:17][CH3:18])[O:13][CH2:14][CH3:15])=[CH:4][CH:5]=1)([O-:11])=[O:10]. The yield is 0.890. (7) The reactants are [CH3:1][C:2]([CH3:35])([CH3:34])[C:3]([C:5]1[C:13]2[C:8](=[N:9][CH:10]=[C:11]([C:14]3[CH:19]=[CH:18][CH:17]=[C:16]([N:20]4[CH2:25][CH2:24][NH:23][CH2:22][CH2:21]4)[CH:15]=3)[N:12]=2)[N:7]([CH2:26][O:27][CH2:28][CH2:29][Si:30]([CH3:33])([CH3:32])[CH3:31])[CH:6]=1)=[O:4].C(N(C(C)C)CC)(C)C.Br[CH2:46][C:47]([O:49][C:50]([CH3:53])([CH3:52])[CH3:51])=[O:48]. The catalyst is CN(C)C=O. The product is [C:50]([O:49][C:47](=[O:48])[CH2:46][N:23]1[CH2:24][CH2:25][N:20]([C:16]2[CH:17]=[CH:18][CH:19]=[C:14]([C:11]3[N:12]=[C:13]4[C:5]([C:3](=[O:4])[C:2]([CH3:35])([CH3:34])[CH3:1])=[CH:6][N:7]([CH2:26][O:27][CH2:28][CH2:29][Si:30]([CH3:31])([CH3:33])[CH3:32])[C:8]4=[N:9][CH:10]=3)[CH:15]=2)[CH2:21][CH2:22]1)([CH3:53])([CH3:52])[CH3:51]. The yield is 0.610.